Dataset: Reaction yield outcomes from USPTO patents with 853,638 reactions. Task: Predict the reaction yield, written as a fraction of the theoretical maximum amount of product (1.0 means a 100% yield; for example, 0.34 means a 34% yield). (1) The reactants are [C:1]([O:5][C:6](=[O:34])[CH:7]([NH:21][C:22]1[C:27]([NH2:28])=[CH:26][N:25]=[C:24]([N:29]([CH2:32][CH3:33])[CH2:30][CH3:31])[N:23]=1)[CH2:8][C:9]1[CH:14]=[CH:13][C:12]([O:15][C:16](=[O:20])[N:17]([CH3:19])[CH3:18])=[CH:11][CH:10]=1)([CH3:4])([CH3:3])[CH3:2].[F:35][C:36]1[CH:41]=[CH:40][C:39]([S:42](Cl)(=[O:44])=[O:43])=[CH:38][CH:37]=1.CN(C)CCCN. The catalyst is N1C=CC=CC=1. The product is [C:1]([O:5][C:6](=[O:34])[CH:7]([NH:21][C:22]1[C:27]([NH:28][S:42]([C:39]2[CH:40]=[CH:41][C:36]([F:35])=[CH:37][CH:38]=2)(=[O:44])=[O:43])=[CH:26][N:25]=[C:24]([N:29]([CH2:30][CH3:31])[CH2:32][CH3:33])[N:23]=1)[CH2:8][C:9]1[CH:14]=[CH:13][C:12]([O:15][C:16](=[O:20])[N:17]([CH3:18])[CH3:19])=[CH:11][CH:10]=1)([CH3:3])([CH3:4])[CH3:2]. The yield is 0.770. (2) The reactants are Br[C:2]1[C:11]2[C:6](=[CH:7][C:8]([O:12][CH3:13])=[CH:9][CH:10]=2)[CH:5]=[CH:4][C:3]=1[C:14]1[CH:23]=[CH:22][C:17]([C:18]([O:20][CH3:21])=[O:19])=[CH:16][CH:15]=1.[CH3:24][N:25](C=O)C. The catalyst is [C-]#N.[C-]#N.[Zn+2].C1C=CC([P]([Pd]([P](C2C=CC=CC=2)(C2C=CC=CC=2)C2C=CC=CC=2)([P](C2C=CC=CC=2)(C2C=CC=CC=2)C2C=CC=CC=2)[P](C2C=CC=CC=2)(C2C=CC=CC=2)C2C=CC=CC=2)(C2C=CC=CC=2)C2C=CC=CC=2)=CC=1. The product is [C:24]([C:2]1[C:11]2[C:6](=[CH:7][C:8]([O:12][CH3:13])=[CH:9][CH:10]=2)[CH:5]=[CH:4][C:3]=1[C:14]1[CH:23]=[CH:22][C:17]([C:18]([O:20][CH3:21])=[O:19])=[CH:16][CH:15]=1)#[N:25]. The yield is 0.820. (3) The reactants are [CH2:1]([O:3][C:4](=[O:30])[C:5]([O:27][CH2:28][CH3:29])=[CH:6][C:7]1[CH:12]=[CH:11][CH:10]=[C:9]([O:13][CH2:14][CH2:15][C:16]2[CH:21]=[CH:20][C:19]([O:22][S:23]([CH3:26])(=[O:25])=[O:24])=[CH:18][CH:17]=2)[CH:8]=1)[CH3:2].C(O)(=O)C. The catalyst is C(OCC)(=O)C.[Pd]. The product is [CH2:1]([O:3][C:4](=[O:30])[CH:5]([O:27][CH2:28][CH3:29])[CH2:6][C:7]1[CH:12]=[CH:11][CH:10]=[C:9]([O:13][CH2:14][CH2:15][C:16]2[CH:17]=[CH:18][C:19]([O:22][S:23]([CH3:26])(=[O:25])=[O:24])=[CH:20][CH:21]=2)[CH:8]=1)[CH3:2]. The yield is 0.930. (4) The reactants are [CH2:1]([O:8][C:9]1[CH:14]=[CH:13][C:12]([N+:15]([O-])=O)=[CH:11][C:10]=1[F:18])[C:2]1[CH:7]=[CH:6][CH:5]=[CH:4][CH:3]=1.C1(C)C=CC=CC=1.C([O-])=O.[NH4+]. The catalyst is [Fe].O. The product is [CH2:1]([O:8][C:9]1[CH:14]=[CH:13][C:12]([NH2:15])=[CH:11][C:10]=1[F:18])[C:2]1[CH:3]=[CH:4][CH:5]=[CH:6][CH:7]=1. The yield is 0.870. (5) The reactants are [OH:1][C:2]1[CH:7]=[CH:6][C:5]([NH:8][C:9]2[N:14]=[C:13]([C:15](OCC)=[O:16])[C:12]([N+:20]([O-])=O)=[C:11]([NH:23][C:24]3[CH:29]=[CH:28][CH:27]=[CH:26][C:25]=3[O:30][CH3:31])[N:10]=2)=[CH:4][CH:3]=1.ClC1N=C([C:39](OCC)=[O:40])C([N+]([O-])=O)=C(NC2C=CC=CC=2OC)N=1.[NH2:56]C1C=CC(O)=CC=1.C(N(CC)C(C)C)(C)C. The catalyst is CN(C=O)C. The product is [OH:1][C:2]1[CH:3]=[CH:4][C:5]([NH:8][C:9]2[N:10]=[C:11]3[C:12]([NH:20][C:39](=[O:40])[N:23]3[C:24]3[CH:29]=[CH:28][CH:27]=[CH:26][C:25]=3[O:30][CH3:31])=[C:13]([C:15]([NH2:56])=[O:16])[N:14]=2)=[CH:6][CH:7]=1. The yield is 0.910. (6) The reactants are [CH:1]1([C@H:5]([NH:13][C:14]([C:16]2[C:21]([CH3:22])=[C:20](Br)[C:19](=[O:24])[N:18]([C:25]3[CH:30]=[CH:29][CH:28]=[CH:27][CH:26]=3)[C:17]=2[CH3:31])=[O:15])[C:6]2[CH:11]=[CH:10][CH:9]=[C:8]([F:12])[CH:7]=2)[CH2:4][CH2:3][CH2:2]1.[CH3:32]N(C)P(N(C)C)(N(C)C)=O.C[Sn](C)(C)C. The catalyst is [CH2-]C1C=CC=CC=1.C1C=CC(P(C2C=CC=CC=2)C2C=CC=CC=2)=CC=1.C1C=CC(P(C2C=CC=CC=2)C2C=CC=CC=2)=CC=1.[Cl-].[Pd+2]. The product is [CH:1]1([C@H:5]([NH:13][C:14]([C:16]2[C:21]([CH3:22])=[C:20]([CH3:32])[C:19](=[O:24])[N:18]([C:25]3[CH:30]=[CH:29][CH:28]=[CH:27][CH:26]=3)[C:17]=2[CH3:31])=[O:15])[C:6]2[CH:11]=[CH:10][CH:9]=[C:8]([F:12])[CH:7]=2)[CH2:4][CH2:3][CH2:2]1. The yield is 0.310.